The task is: Regression. Given two drug SMILES strings and cell line genomic features, predict the synergy score measuring deviation from expected non-interaction effect.. This data is from NCI-60 drug combinations with 297,098 pairs across 59 cell lines. (1) Drug 1: CC1=C(C=C(C=C1)C(=O)NC2=CC(=CC(=C2)C(F)(F)F)N3C=C(N=C3)C)NC4=NC=CC(=N4)C5=CN=CC=C5. Drug 2: CC1CCCC2(C(O2)CC(NC(=O)CC(C(C(=O)C(C1O)C)(C)C)O)C(=CC3=CSC(=N3)C)C)C. Cell line: CAKI-1. Synergy scores: CSS=35.1, Synergy_ZIP=3.28, Synergy_Bliss=2.84, Synergy_Loewe=-10.9, Synergy_HSA=2.21. (2) Drug 1: C1C(C(OC1N2C=C(C(=O)NC2=O)F)CO)O. Drug 2: CC(C)CN1C=NC2=C1C3=CC=CC=C3N=C2N. Cell line: HCT116. Synergy scores: CSS=44.9, Synergy_ZIP=3.88, Synergy_Bliss=2.83, Synergy_Loewe=-8.07, Synergy_HSA=2.36. (3) Drug 1: C1=CC(=CC=C1CC(C(=O)O)N)N(CCCl)CCCl.Cl. Drug 2: CC12CCC3C(C1CCC2O)C(CC4=C3C=CC(=C4)O)CCCCCCCCCS(=O)CCCC(C(F)(F)F)(F)F. Cell line: LOX IMVI. Synergy scores: CSS=6.84, Synergy_ZIP=-7.10, Synergy_Bliss=-4.24, Synergy_Loewe=-7.63, Synergy_HSA=-3.44. (4) Drug 1: CCC1=CC2CC(C3=C(CN(C2)C1)C4=CC=CC=C4N3)(C5=C(C=C6C(=C5)C78CCN9C7C(C=CC9)(C(C(C8N6C)(C(=O)OC)O)OC(=O)C)CC)OC)C(=O)OC.C(C(C(=O)O)O)(C(=O)O)O. Drug 2: CC1=C2C(C(=O)C3(C(CC4C(C3C(C(C2(C)C)(CC1OC(=O)C(C(C5=CC=CC=C5)NC(=O)C6=CC=CC=C6)O)O)OC(=O)C7=CC=CC=C7)(CO4)OC(=O)C)O)C)OC(=O)C. Cell line: KM12. Synergy scores: CSS=52.3, Synergy_ZIP=-9.84, Synergy_Bliss=-9.52, Synergy_Loewe=-4.33, Synergy_HSA=-1.56. (5) Drug 1: CCC1(C2=C(COC1=O)C(=O)N3CC4=CC5=C(C=CC(=C5CN(C)C)O)N=C4C3=C2)O.Cl. Drug 2: C1CCC(C(C1)N)N.C(=O)(C(=O)[O-])[O-].[Pt+4]. Cell line: LOX IMVI. Synergy scores: CSS=26.8, Synergy_ZIP=-1.61, Synergy_Bliss=3.64, Synergy_Loewe=-4.04, Synergy_HSA=2.65. (6) Drug 1: CS(=O)(=O)CCNCC1=CC=C(O1)C2=CC3=C(C=C2)N=CN=C3NC4=CC(=C(C=C4)OCC5=CC(=CC=C5)F)Cl. Drug 2: N.N.Cl[Pt+2]Cl. Cell line: U251. Synergy scores: CSS=35.7, Synergy_ZIP=-0.584, Synergy_Bliss=-1.07, Synergy_Loewe=-7.39, Synergy_HSA=-0.490. (7) Drug 1: CC12CCC3C(C1CCC2OP(=O)(O)O)CCC4=C3C=CC(=C4)OC(=O)N(CCCl)CCCl.[Na+]. Drug 2: COCCOC1=C(C=C2C(=C1)C(=NC=N2)NC3=CC=CC(=C3)C#C)OCCOC.Cl. Cell line: UACC62. Synergy scores: CSS=-13.9, Synergy_ZIP=21.1, Synergy_Bliss=25.9, Synergy_Loewe=-9.80, Synergy_HSA=0.00111. (8) Drug 1: CC1CCC2CC(C(=CC=CC=CC(CC(C(=O)C(C(C(=CC(C(=O)CC(OC(=O)C3CCCCN3C(=O)C(=O)C1(O2)O)C(C)CC4CCC(C(C4)OC)O)C)C)O)OC)C)C)C)OC. Drug 2: CN(CC1=CN=C2C(=N1)C(=NC(=N2)N)N)C3=CC=C(C=C3)C(=O)NC(CCC(=O)O)C(=O)O. Cell line: SR. Synergy scores: CSS=67.8, Synergy_ZIP=10.1, Synergy_Bliss=8.70, Synergy_Loewe=-14.6, Synergy_HSA=9.99. (9) Drug 1: CCC1(CC2CC(C3=C(CCN(C2)C1)C4=CC=CC=C4N3)(C5=C(C=C6C(=C5)C78CCN9C7C(C=CC9)(C(C(C8N6C=O)(C(=O)OC)O)OC(=O)C)CC)OC)C(=O)OC)O.OS(=O)(=O)O. Drug 2: CCN(CC)CCNC(=O)C1=C(NC(=C1C)C=C2C3=C(C=CC(=C3)F)NC2=O)C. Cell line: BT-549. Synergy scores: CSS=10.8, Synergy_ZIP=-2.44, Synergy_Bliss=6.70, Synergy_Loewe=-16.3, Synergy_HSA=2.20. (10) Drug 1: CS(=O)(=O)CCNCC1=CC=C(O1)C2=CC3=C(C=C2)N=CN=C3NC4=CC(=C(C=C4)OCC5=CC(=CC=C5)F)Cl. Drug 2: CCN(CC)CCCC(C)NC1=C2C=C(C=CC2=NC3=C1C=CC(=C3)Cl)OC. Cell line: K-562. Synergy scores: CSS=23.1, Synergy_ZIP=-5.83, Synergy_Bliss=-6.92, Synergy_Loewe=0.664, Synergy_HSA=-2.46.